Task: Predict the reaction yield, written as a fraction of the theoretical maximum amount of product (1.0 means a 100% yield; for example, 0.34 means a 34% yield).. Dataset: Reaction yield outcomes from USPTO patents with 853,638 reactions The reactants are [O:1]([C@H:8]([C:10]1[CH:18]=[CH:17][C:13]([C:14]([OH:16])=O)=[CH:12][CH:11]=1)[CH3:9])[C:2]1[CH:7]=[CH:6][CH:5]=[CH:4][CH:3]=1.N1(O)C2C=CC=CC=2N=N1.Cl.CN(C)CCCN=C=NCC.C(N(CC)CC)C.[NH2:48][CH2:49][C:50]1[C:51]([OH:58])=[N:52][C:53]([CH3:57])=[CH:54][C:55]=1[CH3:56]. The catalyst is ClCCl.O. The product is [OH:58][C:51]1[C:50]([CH2:49][NH:48][C:14](=[O:16])[C:13]2[CH:12]=[CH:11][C:10]([C@@H:8]([O:1][C:2]3[CH:3]=[CH:4][CH:5]=[CH:6][CH:7]=3)[CH3:9])=[CH:18][CH:17]=2)=[C:55]([CH3:56])[CH:54]=[C:53]([CH3:57])[N:52]=1. The yield is 0.800.